Dataset: Catalyst prediction with 721,799 reactions and 888 catalyst types from USPTO. Task: Predict which catalyst facilitates the given reaction. (1) Reactant: [O:1]=[C:2]1[C:7]([C:8]2[NH:12][C:11]3[CH:13]=[CH:14][C:15]([C:17]([OH:19])=O)=[CH:16][C:10]=3[N:9]=2)=[CH:6][C:5]([C:20]2[CH:25]=[CH:24][N:23]=[CH:22][CH:21]=2)=[N:4][NH:3]1.C(N(CC)CC)C.F[P-](F)(F)(F)(F)F.N1(OC(N(C)C)=[N+](C)C)C2N=CC=CC=2N=N1.[CH2:57]([N:59]([CH2:62][CH2:63][NH2:64])[CH2:60][CH3:61])[CH3:58]. Product: [CH2:57]([N:59]([CH2:60][CH3:61])[CH2:62][CH2:63][NH:64][C:17]([C:15]1[CH:14]=[CH:13][C:11]2[NH:12][C:8]([C:7]3[C:2](=[O:1])[NH:3][N:4]=[C:5]([C:20]4[CH:21]=[CH:22][N:23]=[CH:24][CH:25]=4)[CH:6]=3)=[N:9][C:10]=2[CH:16]=1)=[O:19])[CH3:58]. The catalyst class is: 145. (2) Reactant: Br[C:2]1[CH:3]=[C:4]([CH2:12][C:13]#[N:14])[CH:5]=[C:6]2[C:11]=1[N:10]=[CH:9][CH:8]=[CH:7]2.CN([CH:18]=[O:19])C.C([O-])=O.[Na+]. Product: [CH:18]([C:2]1[CH:3]=[C:4]([CH2:12][C:13]#[N:14])[CH:5]=[C:6]2[C:11]=1[N:10]=[CH:9][CH:8]=[CH:7]2)=[O:19]. The catalyst class is: 6. (3) Reactant: [Cl:1][C:2]1[CH:7]=[C:6]([NH2:8])[CH:5]=[CH:4][C:3]=1[C:9]1[CH:14]=[CH:13][CH:12]=[CH:11][C:10]=1[F:15].[C:16](N1C=CN=C1)(N1C=CN=C1)=[S:17]. Product: [Cl:1][C:2]1[CH:7]=[C:6]([N:8]=[C:16]=[S:17])[CH:5]=[CH:4][C:3]=1[C:9]1[CH:14]=[CH:13][CH:12]=[CH:11][C:10]=1[F:15]. The catalyst class is: 4. (4) Reactant: [C:1]1([CH3:11])[CH:6]=[CH:5][C:4]([S:7](Cl)(=[O:9])=[O:8])=[CH:3][CH:2]=1.[F:12][C:13]1[CH:18]=[CH:17][C:16]([CH:19]([CH:31]([CH3:35])[CH2:32][CH2:33][OH:34])[C:20]([NH:22][NH:23][C:24]([O:26][C:27]([CH3:30])([CH3:29])[CH3:28])=[O:25])=[O:21])=[CH:15][CH:14]=1. Product: [C:1]1([CH3:11])[CH:6]=[CH:5][C:4]([S:7]([O:34][CH2:33][CH2:32][CH:31]([CH3:35])[CH:19]([C:16]2[CH:15]=[CH:14][C:13]([F:12])=[CH:18][CH:17]=2)[C:20]([NH:22][NH:23][C:24]([O:26][C:27]([CH3:29])([CH3:30])[CH3:28])=[O:25])=[O:21])(=[O:9])=[O:8])=[CH:3][CH:2]=1. The catalyst class is: 17. (5) Reactant: N#N.[O:3]=[C:4]([CH3:12])[CH2:5][CH2:6][CH2:7][CH2:8][C:9]([OH:11])=O.CCN(CC)CC.ClC(OCC(C)C)=O.Cl.[CH3:29][O:30][C:31](=[O:36])[C@H:32]([CH2:34][OH:35])[NH2:33]. Product: [CH3:29][O:30][C:31](=[O:36])[CH:32]([NH:33][C:9](=[O:11])[CH2:8][CH2:7][CH2:6][CH2:5][C:4](=[O:3])[CH3:12])[CH2:34][OH:35]. The catalyst class is: 1. (6) Reactant: [CH3:1][C:2]1[N:7]=[C:6]([C:8]([O:10]C)=[O:9])[C:5]([N:12]2[N:16]=[C:15]([CH3:17])[CH:14]=[N:13]2)=[CH:4][CH:3]=1.[OH-].[Li+]. Product: [CH3:1][C:2]1[N:7]=[C:6]([C:8]([OH:10])=[O:9])[C:5]([N:12]2[N:16]=[C:15]([CH3:17])[CH:14]=[N:13]2)=[CH:4][CH:3]=1. The catalyst class is: 20.